The task is: Predict the product of the given reaction.. This data is from Forward reaction prediction with 1.9M reactions from USPTO patents (1976-2016). (1) Given the reactants [Cl:1][C:2]1[C:3]2[CH:10]=[CH:9][NH:8][C:4]=2[N:5]=[CH:6][N:7]=1.C(O)(=O)C.[B-](F)(F)(F)[F:16].[B-](F)(F)(F)F.C1[N+]2(CCl)CC[N+](F)(CC2)C1, predict the reaction product. The product is: [Cl:1][C:2]1[C:3]2[C:10]([F:16])=[CH:9][NH:8][C:4]=2[N:5]=[CH:6][N:7]=1. (2) Given the reactants Cl[C:2]1[C:11]2=[N:12][N:13](CC3C=CC(OC)=CC=3)[CH:14]=[C:10]2[C:9]2[C:8]([O:24][CH3:25])=[CH:7][CH:6]=[CH:5][C:4]=2[N:3]=1.[NH2:26][C:27]1[CH:36]=[C:35]2[C:30]([CH2:31][CH2:32][C:33](=[O:37])[NH:34]2)=[CH:29][CH:28]=1.Cl, predict the reaction product. The product is: [CH3:25][O:24][C:8]1[C:9]2[C:10]3[CH:14]=[N:13][NH:12][C:11]=3[C:2]([NH:26][C:27]3[CH:36]=[C:35]4[C:30]([CH2:31][CH2:32][C:33](=[O:37])[NH:34]4)=[CH:29][CH:28]=3)=[N:3][C:4]=2[CH:5]=[CH:6][CH:7]=1.